Dataset: Peptide-MHC class II binding affinity with 134,281 pairs from IEDB. Task: Regression. Given a peptide amino acid sequence and an MHC pseudo amino acid sequence, predict their binding affinity value. This is MHC class II binding data. (1) The peptide sequence is IKCFEKFLEPKVKFG. The MHC is DRB1_0101 with pseudo-sequence DRB1_0101. The binding affinity (normalized) is 0.879. (2) The peptide sequence is SCWAFSGVAATESAY. The MHC is DRB1_0701 with pseudo-sequence DRB1_0701. The binding affinity (normalized) is 0.607. (3) The peptide sequence is AFKVAMTAANAAPAN. The binding affinity (normalized) is 0.716. The MHC is DRB1_1001 with pseudo-sequence DRB1_1001. (4) The MHC is HLA-DQA10201-DQB10402 with pseudo-sequence HLA-DQA10201-DQB10402. The binding affinity (normalized) is 1.00. The peptide sequence is ASIAARGWAAHRARA. (5) The peptide sequence is GEIQIVDKIDAAFKI. The MHC is DRB1_1501 with pseudo-sequence DRB1_1501. The binding affinity (normalized) is 0.591. (6) The peptide sequence is SAQNISGAGWSGMAE. The binding affinity (normalized) is 0.0313. The MHC is DRB1_1101 with pseudo-sequence DRB1_1101. (7) The peptide sequence is IAVLDMCAALKELLQ. The MHC is DRB1_0101 with pseudo-sequence DRB1_0101. The binding affinity (normalized) is 0.698.